Predict the reactants needed to synthesize the given product. From a dataset of Full USPTO retrosynthesis dataset with 1.9M reactions from patents (1976-2016). Given the product [Cl:55][C:56]1[CH:61]=[C:60]([O:62][CH3:63])[C:59]([S:54][CH2:52][CH3:53])=[C:58]([CH:57]=1)[CH:72]=[O:73], predict the reactants needed to synthesize it. The reactants are: C1(P(C2C=CC=CC=2)C2C=CC=C3C=2OC2C(P(C4C=CC=CC=4)C4C=CC=CC=4)=CC=CC=2C3(C)C)C=CC=CC=1.CCN(C(C)C)C(C)C.[CH2:52]([SH:54])[CH3:53].[Cl:55][C:56]1[CH:61]=[C:60]([O:62][CH3:63])[C:59](OS(C(F)(F)F)(=O)=O)=[C:58]([CH:72]=[O:73])[CH:57]=1.